Dataset: Reaction yield outcomes from USPTO patents with 853,638 reactions. Task: Predict the reaction yield, written as a fraction of the theoretical maximum amount of product (1.0 means a 100% yield; for example, 0.34 means a 34% yield). (1) The reactants are [CH:1]([C:4]1[C:5]([C:9]([O:11][CH3:12])=[O:10])=[CH:6][NH:7][CH:8]=1)([CH3:3])[CH3:2].[Br:13]N1C(=O)CCC1=O. The catalyst is N1C=CC=CC=1. The product is [Br:13][C:8]1[NH:7][CH:6]=[C:5]([C:9]([O:11][CH3:12])=[O:10])[C:4]=1[CH:1]([CH3:3])[CH3:2]. The yield is 0.640. (2) The product is [C:1]([O:5][C:6](=[O:20])[N:7]([C@@H:9]([CH2:13][C:14]1[CH:19]=[CH:18][CH:17]=[CH:16][CH:15]=1)[CH2:10][CH2:11][NH:12][C:27]([C:22]1[CH:23]=[CH:24][CH:25]=[CH:26][N:21]=1)=[O:28])[CH3:8])([CH3:4])([CH3:2])[CH3:3]. The catalyst is C(Cl)Cl.CCOC(C)=O.C(Cl)CCl. The reactants are [C:1]([O:5][C:6](=[O:20])[N:7]([C@@H:9]([CH2:13][C:14]1[CH:19]=[CH:18][CH:17]=[CH:16][CH:15]=1)[CH2:10][CH2:11][NH2:12])[CH3:8])([CH3:4])([CH3:3])[CH3:2].[N:21]1[CH:26]=[CH:25][CH:24]=[CH:23][C:22]=1[C:27](O)=[O:28].C1C=CC2N(O)N=NC=2C=1.Cl.C(N(CC)CC)C. The yield is 0.930. (3) The reactants are [Cl:1][C:2]1[CH:9]=[C:8]([OH:10])[CH:7]=[C:6]([F:11])[C:3]=1[CH:4]=[O:5].[C:12]([O-])([O-])=O.[K+].[K+].IC. The product is [Cl:1][C:2]1[CH:9]=[C:8]([O:10][CH3:12])[CH:7]=[C:6]([F:11])[C:3]=1[CH:4]=[O:5]. The catalyst is CN(C=O)C. The yield is 0.990. (4) The reactants are [N+:1]([C:4]1[CH:5]=[C:6]([CH:9]=[CH:10][CH:11]=1)[CH:7]=[O:8])([O-:3])=[O:2].[BH4-].[Na+]. The catalyst is CO. The product is [N+:1]([C:4]1[CH:5]=[C:6]([CH2:7][OH:8])[CH:9]=[CH:10][CH:11]=1)([O-:3])=[O:2]. The yield is 0.930. (5) The reactants are Br[CH2:2][CH2:3][OH:4].[NH:5]1[CH2:10][CH2:9][CH2:8][CH2:7][CH2:6]1. The catalyst is C(Cl)Cl. The product is [N:5]1([CH2:2][CH2:3][OH:4])[CH2:10][CH2:9][CH2:8][CH2:7][CH2:6]1. The yield is 0.990. (6) The reactants are [NH2:1][C:2]1[CH:3]=[CH:4][C:5]([Cl:18])=[C:6]([NH:8][C:9](=[O:17])[CH2:10][N:11]2[CH2:16][CH2:15][O:14][CH2:13][CH2:12]2)[CH:7]=1.[C:19]1([C:25]2[S:29][C:28]([C:30](O)=[O:31])=[CH:27][CH:26]=2)[CH:24]=[CH:23][CH:22]=[CH:21][CH:20]=1.F[P-](F)(F)(F)(F)F.N1(O[P+](N2CCCC2)(N2CCCC2)N2CCCC2)C2C=CC=CC=2N=N1.C(N(C(C)C)CC)(C)C. The catalyst is CN(C=O)C. The product is [Cl:18][C:5]1[CH:4]=[CH:3][C:2]([NH:1][C:30]([C:28]2[S:29][C:25]([C:19]3[CH:20]=[CH:21][CH:22]=[CH:23][CH:24]=3)=[CH:26][CH:27]=2)=[O:31])=[CH:7][C:6]=1[NH:8][C:9](=[O:17])[CH2:10][N:11]1[CH2:12][CH2:13][O:14][CH2:15][CH2:16]1. The yield is 0.160. (7) The reactants are Cl.C(Cl)CCl.[CH3:6][O:7][C:8]1[CH:9]=[C:10]([C:16]2[CH:17]=[N:18][C:19]([CH2:22][CH2:23][C:24]([OH:26])=O)=[N:20][CH:21]=2)[CH:11]=[CH:12][C:13]=1[O:14][CH3:15].[C:27]([O:31][C:32]([N:34]1[CH2:39][CH2:38][CH2:37][CH:36]([CH2:40][NH2:41])[CH2:35]1)=[O:33])([CH3:30])([CH3:29])[CH3:28].C1C=CC2N(O)N=NC=2C=1.C(N(C(C)C)CC)(C)C. No catalyst specified. The product is [C:27]([O:31][C:32]([N:34]1[CH2:39][CH2:38][CH2:37][CH:36]([CH2:40][NH:41][C:24](=[O:26])[CH2:23][CH2:22][C:19]2[N:20]=[CH:21][C:16]([C:10]3[CH:11]=[CH:12][C:13]([O:14][CH3:15])=[C:8]([O:7][CH3:6])[CH:9]=3)=[CH:17][N:18]=2)[CH2:35]1)=[O:33])([CH3:30])([CH3:29])[CH3:28]. The yield is 0.840. (8) The reactants are C(OC(=O)[NH:7][C:8]1[CH:9]=[N:10][C:11]([O:15][CH3:16])=[CH:12][C:13]=1[I:14])(C)(C)C. The catalyst is C(Cl)Cl.C(O)(C(F)(F)F)=O. The product is [CH3:16][O:15][C:11]1[N:10]=[CH:9][C:8]([NH2:7])=[C:13]([I:14])[CH:12]=1. The yield is 0.600. (9) No catalyst specified. The reactants are [OH:1][CH2:2][CH2:3][CH2:4][CH2:5][CH2:6][CH2:7][CH2:8][CH2:9][O:10][C:11]1[CH:18]=[CH:17][C:14]([CH:15]=O)=[CH:13][CH:12]=1.[CH3:19][O:20][C:21]1[CH:22]=[C:23]([CH2:29][C:30]#[N:31])[CH:24]=[CH:25][C:26]=1[O:27][CH3:28]. The yield is 0.460. The product is [CH3:19][O:20][C:21]1[CH:22]=[C:23](/[C:29](=[CH:15]/[C:14]2[CH:17]=[CH:18][C:11]([O:10][CH2:9][CH2:8][CH2:7][CH2:6][CH2:5][CH2:4][CH2:3][CH2:2][OH:1])=[CH:12][CH:13]=2)/[C:30]#[N:31])[CH:24]=[CH:25][C:26]=1[O:27][CH3:28].